Dataset: Catalyst prediction with 721,799 reactions and 888 catalyst types from USPTO. Task: Predict which catalyst facilitates the given reaction. (1) Reactant: [CH3:1][O:2][C:3]1[CH:4]=[C:5]([CH:17]=[CH:18][CH:19]=1)[CH2:6][O:7][C:8]1[CH:16]=[CH:15][C:11]([C:12]([OH:14])=O)=[CH:10][CH:9]=1.[NH2:20][C:21]1[CH:22]=[C:23]([B:28]([OH:30])[OH:29])[CH:24]=[CH:25][C:26]=1[CH3:27].CCN(C(C)C)C(C)C.CN(C(ON1N=NC2C=CC=NC1=2)=[N+](C)C)C.F[P-](F)(F)(F)(F)F. Product: [CH3:1][O:2][C:3]1[CH:4]=[C:5]([CH:17]=[CH:18][CH:19]=1)[CH2:6][O:7][C:8]1[CH:9]=[CH:10][C:11]([C:12]([NH:20][C:21]2[CH:22]=[C:23]([B:28]([OH:30])[OH:29])[CH:24]=[CH:25][C:26]=2[CH3:27])=[O:14])=[CH:15][CH:16]=1. The catalyst class is: 18. (2) Reactant: [OH-].[K+].[F:3][C:4]1[CH:11]=[CH:10][C:7]([CH:8]=O)=[CH:6][CH:5]=1.[S:12]1[CH2:17][CH2:16][C:15](=[O:18])[CH2:14][CH2:13]1.Cl. Product: [F:3][C:4]1[CH:11]=[CH:10][C:7]([CH:8]=[C:14]2[C:15](=[O:18])[CH2:16][CH2:17][S:12][CH2:13]2)=[CH:6][CH:5]=1. The catalyst class is: 25. (3) Reactant: [CH3:1][C@@H:2]1[CH2:6][CH2:5][CH2:4][N:3]1[CH2:7][CH2:8][C:9]1[CH:14]=[CH:13][C:12]([C:15]2[CH:20]=[CH:19][C:18]([S:21]([OH:23])=[O:22])=[CH:17][CH:16]=2)=[CH:11][CH:10]=1.[Na].CS(C)=O.[CH2:29](Br)[CH:30]=[CH2:31]. Product: [CH3:1][C@@H:2]1[CH2:6][CH2:5][CH2:4][N:3]1[CH2:7][CH2:8][C:9]1[CH:14]=[CH:13][C:12]([C:15]2[CH:16]=[CH:17][C:18]([S:21]([CH2:31][CH:30]=[CH2:29])(=[O:23])=[O:22])=[CH:19][CH:20]=2)=[CH:11][CH:10]=1. The catalyst class is: 2. (4) Reactant: [F:1][C:2]([F:35])([F:34])[C:3]1[CH:4]=[C:5]([C:13]([CH3:33])([CH3:32])[C:14]([N:16]([C:18]2[CH:19]=[N:20][C:21](Cl)=[CH:22][C:23]=2[C:24]2[CH:29]=[CH:28][CH:27]=[CH:26][C:25]=2[Br:30])[CH3:17])=[O:15])[CH:6]=[C:7]([C:9]([F:12])([F:11])[F:10])[CH:8]=1.CS(C)=O.[OH:40][CH2:41][C@@H:42]1[CH2:46][C@@H:45]([OH:47])[CH2:44][NH:43]1. Product: [F:1][C:2]([F:35])([F:34])[C:3]1[CH:4]=[C:5]([C:13]([CH3:33])([CH3:32])[C:14]([N:16]([C:18]2[CH:19]=[N:20][C:21]([N:43]3[CH2:44][C@H:45]([OH:47])[CH2:46][C@H:42]3[CH2:41][OH:40])=[CH:22][C:23]=2[C:24]2[CH:29]=[CH:28][CH:27]=[CH:26][C:25]=2[Br:30])[CH3:17])=[O:15])[CH:6]=[C:7]([C:9]([F:12])([F:11])[F:10])[CH:8]=1. The catalyst class is: 13.